From a dataset of Reaction yield outcomes from USPTO patents with 853,638 reactions. Predict the reaction yield, written as a fraction of the theoretical maximum amount of product (1.0 means a 100% yield; for example, 0.34 means a 34% yield). (1) The reactants are Cl[CH2:2][C:3]1[CH:4]=[C:5]([CH:34]=[CH:35][CH:36]=1)[C:6]([O:8][C:9]1[CH:10]=[CH:11][C:12]2[C:18]3[C:19]([O:27][CH3:28])=[C:20]([O:25][CH3:26])[C:21]([O:23][CH3:24])=[CH:22][C:17]=3[CH2:16][CH2:15][C@H:14]([NH:29][C:30](=[O:32])[CH3:31])[C:13]=2[CH:33]=1)=[O:7].[C:37]([O:41][C:42]([N:44]1[CH2:49][CH2:48][NH:47][CH2:46][CH2:45]1)=[O:43])([CH3:40])([CH3:39])[CH3:38].[I-].[Na+]. The catalyst is ClCCl. The product is [C:37]([O:41][C:42]([N:44]1[CH2:49][CH2:48][N:47]([CH2:2][C:3]2[CH:4]=[C:5]([CH:34]=[CH:35][CH:36]=2)[C:6]([O:8][C:9]2[CH:10]=[CH:11][C:12]3[C:18]4[C:19]([O:27][CH3:28])=[C:20]([O:25][CH3:26])[C:21]([O:23][CH3:24])=[CH:22][C:17]=4[CH2:16][CH2:15][C@H:14]([NH:29][C:30](=[O:32])[CH3:31])[C:13]=3[CH:33]=2)=[O:7])[CH2:46][CH2:45]1)=[O:43])([CH3:40])([CH3:38])[CH3:39]. The yield is 0.550. (2) The yield is 0.170. No catalyst specified. The product is [C:1]([O:5][C:6]([NH:8][C@H:9]1[C@@:14]([OH:15])([CH3:27])[C@@H:13]([CH3:16])[CH2:12][N:11]([C:17]([O:19][CH2:20][C:21]2[CH:22]=[CH:23][CH:24]=[CH:25][CH:26]=2)=[O:18])[CH2:10]1)=[O:7])([CH3:2])([CH3:3])[CH3:4]. The reactants are [C:1]([O:5][C:6]([NH:8][C@H:9]1[C:14](=[O:15])[C@@H:13]([CH3:16])[CH2:12][N:11]([C:17]([O:19][CH2:20][C:21]2[CH:26]=[CH:25][CH:24]=[CH:23][CH:22]=2)=[O:18])[CH2:10]1)=[O:7])([CH3:4])([CH3:3])[CH3:2].[CH2:27]1COCC1.C[Mg]Cl. (3) The catalyst is O=[Os](=O)(=O)=O. The reactants are [C:1]1(/C=C/[C:1]2[CH:6]=[CH:5][CH:4]=[CH:3][CH:2]=2)[CH:6]=[CH:5][CH:4]=[CH:3][CH:2]=1.[OH:15]OS([O-])=O.[K+].CN([CH:24]=[O:25])C. The product is [C:24]([OH:25])(=[O:15])[C:1]1[CH:6]=[CH:5][CH:4]=[CH:3][CH:2]=1. The yield is 0.960. (4) The reactants are [Cl:1][C:2]1[CH:7]=[CH:6][C:5]([C:8]([N:10]2[CH2:15][CH2:14][N:13]([CH:16]3[CH:20]([OH:21])[CH2:19][NH:18][CH2:17]3)[CH2:12][CH2:11]2)=[O:9])=[CH:4][CH:3]=1.C1CCN2C(=NCCC2)CC1.Cl[C:34]1[C:43]2[C:38](=[CH:39][CH:40]=[C:41]([O:44][CH3:45])[CH:42]=2)[N:37]=[CH:36][N:35]=1.ClC1C2C(=CC=C(OC)C=2)N=C(C)N=1. The catalyst is CO.CCOC(C)=O.CCOCC.C(#N)C. The product is [Cl:1][C:2]1[CH:7]=[CH:6][C:5]([C:8]([N:10]2[CH2:15][CH2:14][N:13]([C@@H:16]3[C@@H:20]([OH:21])[CH2:19][N:18]([C:34]4[C:43]5[C:38](=[CH:39][CH:40]=[C:41]([O:44][CH3:45])[CH:42]=5)[N:37]=[CH:36][N:35]=4)[CH2:17]3)[CH2:12][CH2:11]2)=[O:9])=[CH:4][CH:3]=1. The yield is 0.500. (5) The product is [CH3:20][O:19][C:17]1[C:16]([O:21][CH3:22])=[CH:15][C:14]2[N:10]([C:8]3[S:9][C:5]([C:3]([OH:2])=[O:4])=[C:6]([C:25]4[CH:30]=[CH:29][C:28]([CH:31]=[CH2:32])=[CH:27][CH:26]=4)[N:7]=3)[CH:11]=[N:12][C:13]=2[CH:18]=1. The reactants are C[O:2][C:3]([C:5]1[S:9][C:8]([N:10]2[C:14]3[CH:15]=[C:16]([O:21][CH3:22])[C:17]([O:19][CH3:20])=[CH:18][C:13]=3[N:12]=[CH:11]2)=[N:7][C:6]=1Br)=[O:4].B(O)(O)[C:25]1[CH:30]=[CH:29][C:28]([CH:31]=[CH2:32])=[CH:27][CH:26]=1. No catalyst specified. The yield is 0.370. (6) The reactants are I[C:2]1[CH:11]=[CH:10][C:5]([C:6]([O:8][CH3:9])=[O:7])=[CH:4][CH:3]=1.[CH3:12][N:13]([CH3:17])[CH2:14][CH2:15][NH2:16].C(=O)([O-])[O-].[Cs+].[Cs+].C(C1CCCCC1=O)(=O)C. The catalyst is CN(C)C=O.[Cu]I. The product is [CH3:12][N:13]([CH3:17])[CH2:14][CH2:15][NH:16][C:2]1[CH:11]=[CH:10][C:5]([C:6]([O:8][CH3:9])=[O:7])=[CH:4][CH:3]=1. The yield is 0.990. (7) The reactants are Br[C:2]1[CH:3]=[C:4]([NH:13][S:14]([CH2:17][CH3:18])(=[O:16])=[O:15])[CH:5]=[CH:6][C:7]=1[O:8][CH2:9][CH:10]1[CH2:12][CH2:11]1.[CH3:19][C:20]1([CH3:36])[C:24]([CH3:26])([CH3:25])[O:23][B:22]([B:22]2[O:23][C:24]([CH3:26])([CH3:25])[C:20]([CH3:36])([CH3:19])[O:21]2)[O:21]1.CC([O-])=O.[K+].CC12CC3(C)P(C4C=CC=CC=4)C(C)(CC(C)(O3)O1)O2. The catalyst is O1CCOCC1.C1C=CC(/C=C/C(/C=C/C2C=CC=CC=2)=O)=CC=1.C1C=CC(/C=C/C(/C=C/C2C=CC=CC=2)=O)=CC=1.C1C=CC(/C=C/C(/C=C/C2C=CC=CC=2)=O)=CC=1.[Pd].[Pd]. The product is [CH:10]1([CH2:9][O:8][C:7]2[CH:6]=[CH:5][C:4]([NH:13][S:14]([CH2:17][CH3:18])(=[O:16])=[O:15])=[CH:3][C:2]=2[B:22]2[O:23][C:24]([CH3:26])([CH3:25])[C:20]([CH3:36])([CH3:19])[O:21]2)[CH2:12][CH2:11]1. The yield is 0.650.